Task: Predict the product of the given reaction.. Dataset: Forward reaction prediction with 1.9M reactions from USPTO patents (1976-2016) (1) The product is: [CH3:7][C:2]([N:8]1[CH2:13][CH2:12][CH:11]([CH2:14][C:15]2[N:16]([CH3:40])[C:17]3[C:22]([N:23]=2)=[C:21]([N:24]2[CH2:25][CH2:26][O:27][CH2:28][CH2:29]2)[N:20]=[C:19]([N:30]2[C:34]4[CH:35]=[CH:36][CH:37]=[CH:38][C:33]=4[N:32]=[C:31]2[CH3:39])[N:18]=3)[CH2:10][CH2:9]1)([CH3:1])[CH2:3][OH:4]. Given the reactants [CH3:1][C:2]([N:8]1[CH2:13][CH2:12][CH:11]([CH2:14][C:15]2[N:16]([CH3:40])[C:17]3[C:22]([N:23]=2)=[C:21]([N:24]2[CH2:29][CH2:28][O:27][CH2:26][CH2:25]2)[N:20]=[C:19]([N:30]2[C:34]4[CH:35]=[CH:36][CH:37]=[CH:38][C:33]=4[N:32]=[C:31]2[CH3:39])[N:18]=3)[CH2:10][CH2:9]1)([CH3:7])[C:3](OC)=[O:4].[H-].[Al+3].[Li+].[H-].[H-].[H-], predict the reaction product. (2) The product is: [OH:13][C:14]1[CH:20]=[CH:19][C:17]([NH:18][C:2]2[C:11]3[C:6](=[CH:7][CH:8]=[CH:9][CH:10]=3)[N:5]=[C:4]([CH3:12])[N:3]=2)=[CH:16][CH:15]=1. Given the reactants Cl[C:2]1[C:11]2[C:6](=[CH:7][CH:8]=[CH:9][CH:10]=2)[N:5]=[C:4]([CH3:12])[N:3]=1.[OH:13][C:14]1[CH:20]=[CH:19][C:17]([NH2:18])=[CH:16][CH:15]=1, predict the reaction product. (3) Given the reactants CC1(C)C(C)(C)OB([C:9]2[CH:10]=[C:11]([N:15]3[CH2:20][CH2:19][N:18]([C:21]([O:23][C:24]([CH3:27])([CH3:26])[CH3:25])=[O:22])[CH2:17][CH2:16]3)[CH:12]=[CH:13][CH:14]=2)O1.[Br:29][C:30]1[C:31]([NH:39][C:40](=[O:46])[O:41][C:42]([CH3:45])([CH3:44])[CH3:43])=[N:32][CH:33]=[C:34](Br)[C:35]=1[CH2:36][CH3:37].C([O-])([O-])=O.[K+].[K+], predict the reaction product. The product is: [Br:29][C:30]1[C:35]([CH2:36][CH3:37])=[C:34]([C:9]2[CH:10]=[C:11]([N:15]3[CH2:16][CH2:17][N:18]([C:21]([O:23][C:24]([CH3:27])([CH3:26])[CH3:25])=[O:22])[CH2:19][CH2:20]3)[CH:12]=[CH:13][CH:14]=2)[CH:33]=[N:32][C:31]=1[NH:39][C:40]([O:41][C:42]([CH3:45])([CH3:44])[CH3:43])=[O:46].